From a dataset of Blood-brain barrier permeability classification from the B3DB database. Regression/Classification. Given a drug SMILES string, predict its absorption, distribution, metabolism, or excretion properties. Task type varies by dataset: regression for continuous measurements (e.g., permeability, clearance, half-life) or binary classification for categorical outcomes (e.g., BBB penetration, CYP inhibition). Dataset: b3db_classification. The drug is Cc1nc2n(n1)C(N1CCN(C)CC1)=Nc1ccccc1C2. The result is 1 (penetrates BBB).